This data is from In vitro SARS-CoV-2 activity screen of 1,480 approved drugs from Prestwick library. The task is: Binary Classification. Given a drug SMILES string, predict its activity (active/inactive) in a high-throughput screening assay against a specified biological target. (1) The result is 0 (inactive). The drug is CO/N=C(\C(=O)N[C@@H]1C(=O)N2C(C(=O)OC(C)OC(C)=O)=C(COC(N)=O)CS[C@H]12)c1ccco1. (2) The compound is CCCN(CCC)C(=O)C(CCC(=O)O)NC(=O)c1ccccc1. The result is 0 (inactive). (3) The compound is Cc1c(C(=O)NN2CCCCC2)nn(-c2ccc(Cl)cc2Cl)c1-c1ccc(Cl)cc1. The result is 0 (inactive). (4) The molecule is O.O=C1OC2(c3cc(Br)c([O-])cc3Oc3c2cc(Br)c([O-])c3[Hg])c2ccccc21.[Na+].[Na+]. The result is 1 (active). (5) The drug is O=C(O)Cc1ccc(-c2ccccc2)cc1. The result is 0 (inactive).